This data is from hERG Central: cardiac toxicity at 1µM, 10µM, and general inhibition. The task is: Predict hERG channel inhibition at various concentrations. (1) The molecule is O=c1cc(CN2CCN(Cc3ccccc3)CC2)c2cc(O)ccc2o1. Results: hERG_inhib (hERG inhibition (general)): blocker. (2) Results: hERG_inhib (hERG inhibition (general)): blocker. The drug is CN1CCN(C(=O)/C(=C/c2ccco2)NC(=O)c2ccccc2)CC1. (3) The drug is Cc1cc(C)cc(NC(=O)C(OC(=O)c2cc[n+]([O-])cc2)c2ccccc2)c1. Results: hERG_inhib (hERG inhibition (general)): blocker. (4) The compound is Cc1ccc(CN2CCN(Cc3ccccc3)C(CCO)C2)s1. Results: hERG_inhib (hERG inhibition (general)): blocker. (5) The molecule is CCCCN(CC)Cc1c(C)[nH]c2c(ccc3ccccc32)c1=O. Results: hERG_inhib (hERG inhibition (general)): blocker. (6) The drug is O=C(CSc1nc2nccnc2c(=O)n1Cc1cccs1)Nc1ccccc1. Results: hERG_inhib (hERG inhibition (general)): blocker. (7) The drug is CCOc1ccc2c(c1)C(c1cccs1)=NNC(c1cccnc1)=N2. Results: hERG_inhib (hERG inhibition (general)): blocker. (8) Results: hERG_inhib (hERG inhibition (general)): blocker. The drug is CN1CCN(C2Cc3ccc(F)cc3Sc3cc(F)c(Cl)cc32)CC1.CS(=O)(=O)O.O.